Task: Predict which catalyst facilitates the given reaction.. Dataset: Catalyst prediction with 721,799 reactions and 888 catalyst types from USPTO (1) Reactant: C[O:2][C:3]([C:5]1[C:6]([C:11]2[CH:16]=[CH:15][CH:14]=[C:13]([C:17]([F:20])([F:19])[F:18])[CH:12]=2)=[N:7][O:8][C:9]=1[CH3:10])=[O:4].[OH-].[Na+]. Product: [CH3:10][C:9]1[O:8][N:7]=[C:6]([C:11]2[CH:16]=[CH:15][CH:14]=[C:13]([C:17]([F:20])([F:18])[F:19])[CH:12]=2)[C:5]=1[C:3]([OH:4])=[O:2]. The catalyst class is: 5. (2) Reactant: C1C=CC(P(C2C=CC3C(=CC=CC=3)C=2C2C3C(=CC=CC=3)C=CC=2P(C2C=CC=CC=2)C2C=CC=CC=2)C2C=CC=CC=2)=CC=1.[Cl:47][C:48]1[CH:53]=[CH:52][C:51](B(O)O)=[CH:50][CH:49]=1.CO.[CH2:59]([N:66]1[CH2:70][CH:69]=[C:68]([C:71](=[O:73])[CH3:72])[CH2:67]1)[C:60]1[CH:65]=[CH:64][CH:63]=[CH:62][CH:61]=1. Product: [CH2:59]([N:66]1[CH2:70][C@H:69]([C:51]2[CH:52]=[CH:53][C:48]([Cl:47])=[CH:49][CH:50]=2)[C@@H:68]([C:71](=[O:73])[CH3:72])[CH2:67]1)[C:60]1[CH:65]=[CH:64][CH:63]=[CH:62][CH:61]=1. The catalyst class is: 6. (3) Product: [C:44]([C:43]1[CH:38]=[C:37]([C:36]#[C:35][C:33]2[C:32]([C:47]([F:48])([F:50])[F:49])=[CH:31][N:30]=[C:29]([NH:28][C:25]3[CH:26]=[CH:27][C:22]([N:19]4[CH2:20][CH2:21][N:16]([C:13]([O:15][C:3]([CH3:4])([CH3:11])[CH3:1])=[O:81])[CH2:17][CH2:18]4)=[CH:23][CH:24]=3)[N:34]=2)[CH:42]=[CH:41][C:40]=1[CH3:39])(=[O:45])[NH2:46]. Reactant: [C:1]([C:3]1[CH:4]=[CH:4][C:3]([CH3:1])=[C:11]([CH:11]=1)C(N)=O)#C.[C:13]([N:16]1[CH2:21][CH2:20][N:19]([C:22]2[CH:27]=[CH:26][C:25]([NH:28][C:29]3[N:34]=[C:33]([CH2:35][CH2:36][C:37]4[CH:42]=[CH:41][CH:40]=[CH:39][C:38]=4[CH2:43][C:44]([NH2:46])=[O:45])[C:32]([C:47]([F:50])([F:49])[F:48])=[CH:31][N:30]=3)=[CH:24][CH:23]=2)[CH2:18][CH2:17]1)(=[O:15])C.C1(P(C2C=CC=CC=2)C2C=CC=CC=2)C=CC=CC=1.C(N(CC)CC)C.CN(C=[O:81])C. The catalyst class is: 778. (4) Reactant: C(C1CC(C)(C)CCC1(O[SiH3])[C:13]1[CH:21]=[CH:20][CH:19]=[C:18]2[C:14]=1[C:15](=[O:23])[NH:16][C:17]2=[O:22])(C)(C)C.C([SiH]([CH2:31][CH3:32])CC)C.[Bi](Br)(Br)Br.[C:37]1([CH2:43][CH:44]=[O:45])[CH:42]=[CH:41][CH:40]=[CH:39][CH:38]=1. Product: [C:37]1([CH2:43][CH2:44][O:45][C@H:32]2[CH2:31][CH2:15][C@H:14]([N:16]3[C:15](=[O:23])[C:14]4[C:18](=[CH:19][CH:20]=[CH:21][CH:13]=4)[C:17]3=[O:22])[CH2:13][CH2:21]2)[CH:42]=[CH:41][CH:40]=[CH:39][CH:38]=1. The catalyst class is: 10. (5) Reactant: C([N:8]1[CH2:13][CH2:12][CH:11]([N:14]([C:19]2[CH:24]=[CH:23][C:22]([Cl:25])=[C:21]([Cl:26])[CH:20]=2)[C:15](=[O:18])[CH2:16][CH3:17])[CH2:10][CH2:9]1)C1C=CC=CC=1.ClC(OC(Cl)=O)C. Product: [Cl:26][C:21]1[CH:20]=[C:19]([N:14]([CH:11]2[CH2:12][CH2:13][NH:8][CH2:9][CH2:10]2)[C:15](=[O:18])[CH2:16][CH3:17])[CH:24]=[CH:23][C:22]=1[Cl:25]. The catalyst class is: 26. (6) Reactant: [OH2:1].[C:2]([OH:5])(=[O:4])[CH3:3].O[NH:7][C:8]([C:10]1[CH:11]=[C:12]([NH:16][CH:17]([C:33]2[CH:38]=[CH:37][CH:36]=[CH:35][CH:34]=2)[C:18]([NH:20][C:21]2[CH:26]=[CH:25][C:24]([N:27]3[CH2:32][CH2:31][O:30][CH2:29][CH2:28]3)=[CH:23][CH:22]=2)=[O:19])[CH:13]=[CH:14][CH:15]=1)=[NH:9]. Product: [C:8]([C:10]1[CH:11]=[C:12]([NH:16][CH:17]([C:33]2[CH:38]=[CH:37][CH:36]=[CH:35][CH:34]=2)[C:18]([NH:20][C:21]2[CH:26]=[CH:25][C:24]([N:27]3[CH2:28][CH2:29][O:30][CH2:31][CH2:32]3)=[CH:23][CH:22]=2)=[O:19])[CH:13]=[CH:14][CH:15]=1)(=[NH:7])[NH2:9].[CH3:38][C:33]([CH2:17][C:18]([CH2:3][C:2]([OH:5])=[O:4])=[O:19])=[O:1]. The catalyst class is: 5. (7) Reactant: [Br:1][C:2]1[C:3]2[N:4]([C:16](=[O:19])[NH:17][N:18]=2)[C:5]([CH3:15])=[CH:6][C:7]=1[C:8]1[CH:13]=[CH:12][C:11]([Cl:14])=[CH:10][CH:9]=1.C([O-])([O-])=O.[K+].[K+].Cl[CH2:27][C:28]1[CH:35]=[CH:34][C:31]([C:32]#[N:33])=[CH:30][N:29]=1.O. Product: [Br:1][C:2]1[C:3]2[N:4]([C:16](=[O:19])[N:17]([CH2:27][C:28]3[CH:35]=[CH:34][C:31]([C:32]#[N:33])=[CH:30][N:29]=3)[N:18]=2)[C:5]([CH3:15])=[CH:6][C:7]=1[C:8]1[CH:9]=[CH:10][C:11]([Cl:14])=[CH:12][CH:13]=1. The catalyst class is: 31. (8) Reactant: [H-].[Na+].CN(C=O)C.[F:8][C:9]1[CH:16]=[CH:15][C:12]([CH:13]=[O:14])=[CH:11][C:10]=1[OH:17].[Br:18][CH:19](Br)[CH3:20]. Product: [Br:18][CH2:19][CH2:20][O:17][C:10]1[CH:11]=[C:12]([CH:15]=[CH:16][C:9]=1[F:8])[CH:13]=[O:14]. The catalyst class is: 84. (9) Reactant: N1C=CC=CC=1.[OH-].[K+].[CH3:9][S:10]([C:13]1[CH:18]=[CH:17][C:16]([S:19](Cl)(=[O:21])=[O:20])=[CH:15][CH:14]=1)(=[O:12])=[O:11].[CH3:23][C:24]1[CH:25]=[C:26]([CH:28]=[C:29]([CH3:38])[C:30]=1[S:31]([CH2:34][N+:35]([O-:37])=[O:36])(=[O:33])=[O:32])[NH2:27].Cl. Product: [CH3:38][C:29]1[CH:28]=[C:26]([NH:27][S:19]([C:16]2[CH:17]=[CH:18][C:13]([S:10]([CH3:9])(=[O:12])=[O:11])=[CH:14][CH:15]=2)(=[O:21])=[O:20])[CH:25]=[C:24]([CH3:23])[C:30]=1[S:31]([CH2:34][N+:35]([O-:37])=[O:36])(=[O:33])=[O:32]. The catalyst class is: 30. (10) Reactant: [CH2:1](Br)[C:2]1[CH:7]=[CH:6][CH:5]=[CH:4][CH:3]=1.[Br:9][C:10]1[CH:15]=[CH:14][C:13]([OH:16])=[C:12]([F:17])[CH:11]=1.C(=O)([O-])[O-].[K+].[K+]. Product: [CH2:1]([O:16][C:13]1[CH:14]=[CH:15][C:10]([Br:9])=[CH:11][C:12]=1[F:17])[C:2]1[CH:7]=[CH:6][CH:5]=[CH:4][CH:3]=1. The catalyst class is: 215.